From a dataset of Forward reaction prediction with 1.9M reactions from USPTO patents (1976-2016). Predict the product of the given reaction. Given the reactants BrC1SC(Cl)=C(Cl)C=1C(=O)CCl.[Br:13][C:14]1[CH:19]=[C:18]([Br:20])[CH:17]=[C:16]([Br:21])[CH:15]=1.[Br:22][CH2:23][C:24](Br)=[O:25], predict the reaction product. The product is: [Br:22][CH2:23][C:24]([C:19]1[C:14]([Br:13])=[CH:15][C:16]([Br:21])=[CH:17][C:18]=1[Br:20])=[O:25].